Dataset: Full USPTO retrosynthesis dataset with 1.9M reactions from patents (1976-2016). Task: Predict the reactants needed to synthesize the given product. (1) Given the product [CH2:25]([CH:20]([CH2:21][CH2:22][CH2:23][CH3:24])[CH2:19][O:8][CH2:7][CH:1]1[CH2:6][CH2:5][CH2:4][CH:3]=[CH:2]1)[CH3:26], predict the reactants needed to synthesize it. The reactants are: [C:1]1([CH2:7][OH:8])[CH2:6][CH2:5][CH2:4][CH2:3][CH:2]=1.CS(C)=O.[H-].[Na+].S(C1C=CC(C)=CC=1)(O[CH2:19][CH:20]([CH2:25][CH3:26])[CH2:21][CH2:22][CH2:23][CH3:24])(=O)=O. (2) Given the product [Br:1][C:2]1[CH:3]=[C:4]([C:5]([N:16]2[CH:17]3[CH2:20][CH2:21][N:13]([CH2:19][CH2:18]3)[CH2:14][CH2:15]2)=[O:7])[CH:8]=[CH:9][CH:10]=1, predict the reactants needed to synthesize it. The reactants are: [Br:1][C:2]1[CH:3]=[C:4]([CH:8]=[CH:9][CH:10]=1)[C:5]([OH:7])=O.Cl.Cl.[N:13]12[CH2:21][CH2:20][CH:17]([CH2:18][CH2:19]1)[NH:16][CH2:15][CH2:14]2.O.ON1C2C=CC=CC=2N=N1.F[B-](F)(F)F.N1(OC(N(C)C)=[N+](C)C)C2C=CC=CC=2N=N1.C(N(C(C)C)CC)(C)C.[OH-].[Na+]. (3) Given the product [OH:30][C:31]1[CH:32]=[CH:33][C:34]([O:52][C:53](=[O:61])[CH2:54][CH2:55][CH2:56][O:57][N+:58]([O-:60])=[O:59])=[C:35]([CH:51]=1)[C:36]([O:38][C:39]1[CH:40]=[CH:41][C:42]([C:45]2[S:49][S:48][C:47](=[S:50])[CH:46]=2)=[CH:43][CH:44]=1)=[O:37], predict the reactants needed to synthesize it. The reactants are: [F-].C([N+](CCCC)(CCCC)CCCC)CCC.C(O)(=O)C.[Si]([O:30][C:31]1[CH:32]=[CH:33][C:34]([O:52][C:53](=[O:61])[CH2:54][CH2:55][CH2:56][O:57][N+:58]([O-:60])=[O:59])=[C:35]([CH:51]=1)[C:36]([O:38][C:39]1[CH:44]=[CH:43][C:42]([C:45]2[S:49][S:48][C:47](=[S:50])[CH:46]=2)=[CH:41][CH:40]=1)=[O:37])(C(C)(C)C)(C)C. (4) Given the product [NH:1]1[C:9]2[C:4](=[CH:5][CH:6]=[C:7]([CH:10]([C:16]3[CH:21]=[CH:20][CH:19]=[C:18]([O:22][CH3:23])[CH:17]=3)[CH2:11][CH2:12][NH:14][CH3:15])[CH:8]=2)[CH:3]=[CH:2]1, predict the reactants needed to synthesize it. The reactants are: [NH:1]1[C:9]2[C:4](=[CH:5][CH:6]=[C:7]([CH:10]([C:16]3[CH:21]=[CH:20][CH:19]=[C:18]([O:22][CH3:23])[CH:17]=3)[CH2:11][C:12]([NH:14][CH3:15])=O)[CH:8]=2)[CH:3]=[CH:2]1.N1C2C(=CC=CC=2C(C2C=CC=CC=2)CCNC)C=C1. (5) Given the product [Br:1][C:2]1[CH:9]=[CH:8][C:5]([CH2:6][OH:7])=[C:4]([CH3:10])[CH:3]=1, predict the reactants needed to synthesize it. The reactants are: [Br:1][C:2]1[CH:9]=[CH:8][C:5]([CH:6]=[O:7])=[C:4]([CH3:10])[CH:3]=1.[BH4-].[Na+]. (6) Given the product [OH:4][CH2:5][CH2:6][O:7][NH:8][C:9]([C:11]1[C:12]([NH:21][C:22]2[CH:27]=[CH:26][C:25]([I:28])=[CH:24][C:23]=2[F:29])=[CH:13][C:14](=[O:20])[N:15]2[C:19]=1[CH2:18][CH2:17][CH2:16]2)=[O:10], predict the reactants needed to synthesize it. The reactants are: Cl.C([O:4][CH2:5][CH2:6][O:7][NH:8][C:9]([C:11]1[C:12]([NH:21][C:22]2[CH:27]=[CH:26][C:25]([I:28])=[CH:24][C:23]=2[F:29])=[CH:13][C:14](=[O:20])[N:15]2[C:19]=1[CH2:18][CH2:17][CH2:16]2)=[O:10])=C.[OH-].[Na+]. (7) Given the product [O:3]1[C:7]2[CH:8]=[CH:9][CH:10]=[C:11]([CH:12]3[CH2:17][CH2:16][N:15]([CH2:18][CH2:19][C@H:20]4[CH2:21][CH2:22][C@H:23]([NH:26][C:31](=[O:32])[CH2:30][C@@H:29]([OH:34])[C:28]([F:36])([F:35])[F:27])[CH2:24][CH2:25]4)[CH2:14][CH2:13]3)[C:6]=2[CH2:5][CH2:4]1, predict the reactants needed to synthesize it. The reactants are: Cl.Cl.[O:3]1[C:7]2[CH:8]=[CH:9][CH:10]=[C:11]([CH:12]3[CH2:17][CH2:16][N:15]([CH2:18][CH2:19][C@H:20]4[CH2:25][CH2:24][C@H:23]([NH2:26])[CH2:22][CH2:21]4)[CH2:14][CH2:13]3)[C:6]=2[CH2:5][CH2:4]1.[F:27][C:28]([F:36])([F:35])[C@H:29]([OH:34])[CH2:30][C:31](O)=[O:32].